Dataset: NCI-60 drug combinations with 297,098 pairs across 59 cell lines. Task: Regression. Given two drug SMILES strings and cell line genomic features, predict the synergy score measuring deviation from expected non-interaction effect. (1) Drug 1: C1=CC(=CC=C1CCC2=CNC3=C2C(=O)NC(=N3)N)C(=O)NC(CCC(=O)O)C(=O)O. Drug 2: C1=NC2=C(N=C(N=C2N1C3C(C(C(O3)CO)O)O)F)N. Cell line: HCT-15. Synergy scores: CSS=29.1, Synergy_ZIP=-2.52, Synergy_Bliss=-5.67, Synergy_Loewe=-34.7, Synergy_HSA=-5.69. (2) Drug 1: CN1C2=C(C=C(C=C2)N(CCCl)CCCl)N=C1CCCC(=O)O.Cl. Drug 2: N.N.Cl[Pt+2]Cl. Cell line: TK-10. Synergy scores: CSS=14.6, Synergy_ZIP=2.73, Synergy_Bliss=13.7, Synergy_Loewe=-5.02, Synergy_HSA=0.646. (3) Drug 1: C1CN1C2=NC(=NC(=N2)N3CC3)N4CC4. Drug 2: CC1=C(C(=O)C2=C(C1=O)N3CC4C(C3(C2COC(=O)N)OC)N4)N. Cell line: SW-620. Synergy scores: CSS=45.5, Synergy_ZIP=-4.72, Synergy_Bliss=-3.81, Synergy_Loewe=2.58, Synergy_HSA=5.30. (4) Cell line: A549. Drug 1: C1=NC2=C(N1)C(=S)N=C(N2)N. Synergy scores: CSS=31.9, Synergy_ZIP=-2.58, Synergy_Bliss=0.689, Synergy_Loewe=0.00191, Synergy_HSA=2.41. Drug 2: CC1=C(N=C(N=C1N)C(CC(=O)N)NCC(C(=O)N)N)C(=O)NC(C(C2=CN=CN2)OC3C(C(C(C(O3)CO)O)O)OC4C(C(C(C(O4)CO)O)OC(=O)N)O)C(=O)NC(C)C(C(C)C(=O)NC(C(C)O)C(=O)NCCC5=NC(=CS5)C6=NC(=CS6)C(=O)NCCC[S+](C)C)O. (5) Drug 1: CC1=C2C(C(=O)C3(C(CC4C(C3C(C(C2(C)C)(CC1OC(=O)C(C(C5=CC=CC=C5)NC(=O)OC(C)(C)C)O)O)OC(=O)C6=CC=CC=C6)(CO4)OC(=O)C)OC)C)OC. Drug 2: CC1CCC2CC(C(=CC=CC=CC(CC(C(=O)C(C(C(=CC(C(=O)CC(OC(=O)C3CCCCN3C(=O)C(=O)C1(O2)O)C(C)CC4CCC(C(C4)OC)O)C)C)O)OC)C)C)C)OC. Cell line: A498. Synergy scores: CSS=54.2, Synergy_ZIP=0.322, Synergy_Bliss=3.01, Synergy_Loewe=9.10, Synergy_HSA=11.3. (6) Drug 1: C1=CC=C(C(=C1)C(C2=CC=C(C=C2)Cl)C(Cl)Cl)Cl. Drug 2: CN1C2=C(C=C(C=C2)N(CCCl)CCCl)N=C1CCCC(=O)O.Cl. Cell line: EKVX. Synergy scores: CSS=2.92, Synergy_ZIP=-1.03, Synergy_Bliss=-1.36, Synergy_Loewe=-2.07, Synergy_HSA=-1.50.